Dataset: Catalyst prediction with 721,799 reactions and 888 catalyst types from USPTO. Task: Predict which catalyst facilitates the given reaction. (1) Reactant: [Br-].[CH2:2]([O:4][C:5](=[O:26])[CH2:6][P+](C1C=CC=CC=1)(C1C=CC=CC=1)C1C=CC=CC=1)[CH3:3].[N:27]1[C:36]2[C:31](=[CH:32][CH:33]=[CH:34][CH:35]=2)[CH:30]=[CH:29][C:28]=1[CH:37]=O. Product: [CH2:2]([O:4][C:5](=[O:26])/[CH:6]=[CH:37]/[C:28]1[CH:29]=[CH:30][C:31]2[C:36](=[CH:35][CH:34]=[CH:33][CH:32]=2)[N:27]=1)[CH3:3]. The catalyst class is: 14. (2) Reactant: [CH3:1][O:2][C:3](=[O:17])[C:4]1[CH:13]=[CH:12][C:11]([CH2:14]CBr)=[C:6]([C:7]([O:9]C)=O)[CH:5]=1.CCN(CC)CC.[N:25]1[CH:30]=[CH:29][CH:28]=[CH:27][C:26]=1[NH:31][CH2:32][CH2:33][NH2:34]. Product: [CH3:1][O:2][C:3]([C:4]1[CH:5]=[C:6]2[C:11](=[CH:12][CH:13]=1)[CH2:14][N:34]([CH2:33][CH2:32][NH:31][C:26]1[CH:27]=[CH:28][CH:29]=[CH:30][N:25]=1)[C:7]2=[O:9])=[O:17]. The catalyst class is: 11. (3) Reactant: [C:1]([N:4]1[C:12]2[C:7](=[CH:8][CH:9]=[C:10]([S:13]([OH:16])(=[O:15])=[O:14])[CH:11]=2)[CH2:6][CH2:5]1)(=[O:3])[CH3:2].[N+:17]([O-])([OH:19])=[O:18]. Product: [C:1]([N:4]1[C:12]2[C:7](=[CH:8][C:9]([N+:17]([O-:19])=[O:18])=[C:10]([S:13]([OH:16])(=[O:14])=[O:15])[CH:11]=2)[CH2:6][CH2:5]1)(=[O:3])[CH3:2]. The catalyst class is: 65. (4) The catalyst class is: 12. Product: [ClH:1].[C@@H:10]12[CH2:11][C@@H:12]1[CH2:13][C@@H:14]([C:15]1[NH:16][C:17]([C:20]3[CH:21]=[C:22]4[C:27](=[CH:28][CH:29]=3)[CH:26]=[C:25]([C:30]3[CH:31]=[CH:32][C:33]([C:36]5[NH:40][C:39]([C@@H:41]6[CH2:46][C@@H:45]7[C@@H:43]([CH2:44]7)[N:42]6[C:47]([O:49][CH2:50][C:51]6[CH:52]=[CH:53][CH:54]=[CH:55][CH:56]=6)=[O:48])=[N:38][CH:37]=5)=[CH:34][CH:35]=3)[CH:24]=[CH:23]4)=[CH:18][N:19]=1)[NH:9]2. Reactant: [ClH:1].C(OC([N:9]1[C@H:14]([C:15]2[NH:16][C:17]([C:20]3[CH:21]=[C:22]4[C:27](=[CH:28][CH:29]=3)[CH:26]=[C:25]([C:30]3[CH:35]=[CH:34][C:33]([C:36]5[NH:40][C:39]([C@@H:41]6[CH2:46][C@@H:45]7[C@@H:43]([CH2:44]7)[N:42]6[C:47]([O:49][CH2:50][C:51]6[CH:56]=[CH:55][CH:54]=[CH:53][CH:52]=6)=[O:48])=[N:38][CH:37]=5)=[CH:32][CH:31]=3)[CH:24]=[CH:23]4)=[CH:18][N:19]=2)[CH2:13][C@@H:12]2[C@H:10]1[CH2:11]2)=O)(C)(C)C. (5) Reactant: O[C:2]1([CH2:28][CH2:29][C:30]2[CH:35]=[CH:34][CH:33]=[CH:32][CH:31]=2)[CH:10]=[C:9]2[CH2:11][NH:12][CH:13]([C:15]([NH:17][C:18]3[CH:23]=[CH:22][CH:21]=[CH:20][CH:19]=3)=[O:16])[CH2:14][N:7]3[C:8]2=[C:4]([CH:5]=[CH:6]3)[CH:3]1[C:24]([F:27])([F:26])[F:25].S(Cl)(Cl)=O. Product: [CH2:28]([C:2]1[C:3]([C:24]([F:26])([F:27])[F:25])=[C:4]2[C:8]3=[C:9]([CH2:11][NH:12][CH:13]([C:15]([NH:17][C:18]4[CH:19]=[CH:20][CH:21]=[CH:22][CH:23]=4)=[O:16])[CH2:14][N:7]3[CH:6]=[CH:5]2)[CH:10]=1)[CH2:29][C:30]1[CH:31]=[CH:32][CH:33]=[CH:34][CH:35]=1. The catalyst class is: 17. (6) Reactant: [Br:1][CH2:2][CH2:3][C:4]#[C:5][C:6]1[CH:11]=[CH:10][C:9]([CH2:12][CH2:13][CH2:14][CH3:15])=[CH:8][CH:7]=1.[N:16]1[CH:21]=[CH:20][CH:19]=[C:18]([CH3:22])[CH:17]=1. Product: [Br-:1].[CH2:12]([C:9]1[CH:10]=[CH:11][C:6]([C:5]#[C:4][CH2:3][CH2:2][N+:16]2[CH:21]=[CH:20][CH:19]=[C:18]([CH3:22])[CH:17]=2)=[CH:7][CH:8]=1)[CH2:13][CH2:14][CH3:15]. The catalyst class is: 10.